Dataset: Catalyst prediction with 721,799 reactions and 888 catalyst types from USPTO. Task: Predict which catalyst facilitates the given reaction. (1) Reactant: [CH3:1][N:2]1[C:6]2[CH:7]=[CH:8][CH:9]=[CH:10][C:5]=2[N:4]=[C:3]1[CH:11]=[CH:12][C:13]1[CH:18]=[CH:17][C:16]([C:19]2[C:23]([C:24]3[CH:29]=[CH:28][N:27]=[CH:26][CH:25]=3)=[CH:22][N:21]([CH3:30])[N:20]=2)=[CH:15][CH:14]=1.C(OCC)(=O)C. Product: [CH3:1][N:2]1[C:6]2[CH:7]=[CH:8][CH:9]=[CH:10][C:5]=2[N:4]=[C:3]1[CH2:11][CH2:12][C:13]1[CH:14]=[CH:15][C:16]([C:19]2[C:23]([C:24]3[CH:25]=[CH:26][N:27]=[CH:28][CH:29]=3)=[CH:22][N:21]([CH3:30])[N:20]=2)=[CH:17][CH:18]=1. The catalyst class is: 421. (2) Product: [Cl:1][C:2]1[CH:41]=[CH:40][CH:39]=[CH:38][C:3]=1[CH2:4][NH:5][C:6]1[CH:7]=[C:8]([C:12]2[C:20]3[C:15](=[N:16][C:17]([NH:21][CH2:22][CH2:23][N:24]4[CH2:29][CH2:28][O:27][CH2:26][CH2:25]4)=[N:18][CH:19]=3)[NH:14][N:13]=2)[CH:9]=[CH:10][CH:11]=1. Reactant: [Cl:1][C:2]1[CH:41]=[CH:40][CH:39]=[CH:38][C:3]=1[CH2:4][NH:5][C:6]1[CH:7]=[C:8]([C:12]2[C:20]3[C:15](=[N:16][C:17]([NH:21][CH2:22][CH2:23][N:24]4[CH2:29][CH2:28][O:27][CH2:26][CH2:25]4)=[N:18][CH:19]=3)[N:14](COCC[Si](C)(C)C)[N:13]=2)[CH:9]=[CH:10][CH:11]=1.C(O)(C(F)(F)F)=O. The catalyst class is: 4. (3) Product: [CH3:31][C:19]1[N:20]=[C:21]([C:25]2[CH:26]=[CH:27][CH:28]=[CH:29][CH:30]=2)[C:22]2[CH2:23][CH2:24][N:15]([C:13]3[CH:12]=[CH:11][N:10]=[C:9]([C@H:49]([OH:53])[CH3:50])[N:14]=3)[CH2:16][C:17]=2[N:18]=1. The catalyst class is: 32. Reactant: C(OCC[C:9]1[N:14]=[C:13]([N:15]2[CH2:24][CH2:23][C:22]3[C:21]([C:25]4[CH:30]=[CH:29][CH:28]=[CH:27][CH:26]=4)=[N:20][C:19]([CH3:31])=[N:18][C:17]=3[CH2:16]2)[CH:12]=[CH:11][N:10]=1)(=O)CCC.CC1N=C(C2C=CC=CC=2)C2CCNCC=2N=1.[C:49](O[C@@H](C1N=C(Cl)C=CN=1)C)(=[O:53])[CH2:50]CC.C(N(CC)CC)C. (4) Reactant: [CH2:1]([C:5]1([CH2:41][CH2:42][CH2:43][CH3:44])[C:17]2[CH:16]=[C:15]([C:18]#[C:19][C:20]3[CH:25]=[CH:24][C:23]([N:26]([CH2:33][CH2:34][CH2:35][CH2:36][CH2:37][CH3:38])[CH2:27][CH2:28][CH2:29][CH2:30][CH2:31][CH3:32])=[CH:22][CH:21]=3)[CH:14]=[CH:13][C:12]=2[C:11]2[C:6]1=[CH:7][C:8]([C:39]#[CH:40])=[CH:9][CH:10]=2)[CH2:2][CH2:3][CH3:4].C([N:47]([C:58]1[CH:63]=[CH:62][C:61](I)=[CH:60][CH:59]=1)[CH2:48][CH2:49][O:50][C:51]1[CH:56]=[CH:55][C:54]([OH:57])=[CH:53][CH:52]=1)C.[C:65]1(C)C=CC=C[CH:66]=1.CCN(CC)CC. Product: [CH2:41]([C:5]1([CH2:1][CH2:2][CH2:3][CH3:4])[C:6]2[CH:7]=[C:8]([C:39]#[C:40][C:59]3[CH:60]=[CH:61][C:62]([CH2:63][CH2:58][NH:47][CH2:48][CH2:49][O:50][C:51]4[CH:52]=[CH:53][C:54]([OH:57])=[CH:55][CH:56]=4)=[CH:66][CH:65]=3)[CH:9]=[CH:10][C:11]=2[C:12]2[C:17]1=[CH:16][C:15]([C:18]#[C:19][C:20]1[CH:21]=[CH:22][C:23]([N:26]([CH2:27][CH2:28][CH2:29][CH2:30][CH2:31][CH3:32])[CH2:33][CH2:34][CH2:35][CH2:36][CH2:37][CH3:38])=[CH:24][CH:25]=1)=[CH:14][CH:13]=2)[CH2:42][CH2:43][CH3:44]. The catalyst class is: 724. (5) Reactant: [BH-](OC(C)=O)(OC(C)=O)OC(C)=O.[Na+].[NH2:15][CH2:16][C:17]1[CH:22]=[CH:21][CH:20]=[C:19]2[N:23]([C:37]3[C:38]4[C@H:45]([CH3:46])[CH2:44][C@@H:43]([OH:47])[C:39]=4[N:40]=[CH:41][N:42]=3)[CH2:24][C@@:25]3([CH2:29][CH2:28][N:27]([CH2:30][C:31]4[CH:36]=[CH:35][CH:34]=[CH:33][CH:32]=4)[CH2:26]3)[C:18]=12.[CH3:48][C:49]([CH3:51])=O. Product: [CH2:30]([N:27]1[CH2:28][CH2:29][C@:25]2([C:18]3[C:19](=[CH:20][CH:21]=[CH:22][C:17]=3[CH2:16][NH:15][CH:49]([CH3:51])[CH3:48])[N:23]([C:37]3[C:38]4[C@H:45]([CH3:46])[CH2:44][C@@H:43]([OH:47])[C:39]=4[N:40]=[CH:41][N:42]=3)[CH2:24]2)[CH2:26]1)[C:31]1[CH:32]=[CH:33][CH:34]=[CH:35][CH:36]=1. The catalyst class is: 279.